This data is from Peptide-MHC class II binding affinity with 134,281 pairs from IEDB. The task is: Regression. Given a peptide amino acid sequence and an MHC pseudo amino acid sequence, predict their binding affinity value. This is MHC class II binding data. (1) The peptide sequence is SHHYIRVGNETGLEL. The MHC is DRB1_0405 with pseudo-sequence DRB1_0405. The binding affinity (normalized) is 0.690. (2) The peptide sequence is IWYMWLGARYLEFEAHHHHHH. The binding affinity (normalized) is 0. The MHC is HLA-DQA10501-DQB10302 with pseudo-sequence HLA-DQA10501-DQB10302. (3) The peptide sequence is EKKYFRATQFEPLAA. The MHC is HLA-DPA10301-DPB10402 with pseudo-sequence HLA-DPA10301-DPB10402. The binding affinity (normalized) is 0.943. (4) The peptide sequence is LRTKLMTSRRVLEKE. The MHC is H-2-IAb with pseudo-sequence H-2-IAb. The binding affinity (normalized) is 0.208. (5) The MHC is DRB1_0101 with pseudo-sequence DRB1_0101. The peptide sequence is YANQIHHVDLMSKLR. The binding affinity (normalized) is 0.525.